Predict the reactants needed to synthesize the given product. From a dataset of Full USPTO retrosynthesis dataset with 1.9M reactions from patents (1976-2016). (1) Given the product [CH3:13][S:12][C:6]1[N:7]=[CH:8][C:9]2[CH:10]=[C:18]([C:19]3[CH:20]=[C:21]([O:27][CH3:28])[CH:22]=[C:23]([O:25][CH3:26])[CH:24]=3)[C:17](=[O:29])[N:3]([CH2:1][CH3:2])[C:4]=2[N:5]=1, predict the reactants needed to synthesize it. The reactants are: [CH2:1]([NH:3][C:4]1[C:9]([CH:10]=O)=[CH:8][N:7]=[C:6]([S:12][CH3:13])[N:5]=1)[CH3:2].C(O[C:17](=[O:29])[CH2:18][C:19]1[CH:24]=[C:23]([O:25][CH3:26])[CH:22]=[C:21]([O:27][CH3:28])[CH:20]=1)C.N12CCCN=C1CCCCC2.II. (2) Given the product [Br:27][C:28]1[CH:36]=[CH:35][CH:34]=[C:33]2[C:29]=1[C:30]([C:45]1[C:46]([OH:54])=[CH:47][C:48]3[O:52][CH2:51][CH2:50][C:49]=3[CH:53]=1)([CH2:5][OH:16])[C:31](=[O:44])[N:32]2[CH2:37][C:38]1[CH:43]=[CH:42][CH:41]=[CH:40][N:39]=1, predict the reactants needed to synthesize it. The reactants are: BrC1C=CC=C2C=1C(C1C(O)=CC3OCOC=3C=1)[C:5](=[O:16])N2CCCCC.[Br:27][C:28]1[CH:36]=[CH:35][CH:34]=[C:33]2[C:29]=1[CH:30]([C:45]1[C:46]([OH:54])=[CH:47][C:48]3[O:52][CH2:51][CH2:50][C:49]=3[CH:53]=1)[C:31](=[O:44])[N:32]2[CH2:37][C:38]1[CH:43]=[CH:42][CH:41]=[CH:40][N:39]=1. (3) Given the product [Cl:1][C:2]1[N:3]=[C:4]([NH:13][N:14]2[CH2:19][CH2:18][CH2:17][CH2:16][CH2:15]2)[C:5]2[S:10][CH:9]=[C:8]([CH3:11])[C:6]=2[N:7]=1, predict the reactants needed to synthesize it. The reactants are: [Cl:1][C:2]1[N:3]=[C:4](Cl)[C:5]2[S:10][CH:9]=[C:8]([CH3:11])[C:6]=2[N:7]=1.[NH2:13][N:14]1[CH2:19][CH2:18][CH2:17][CH2:16][CH2:15]1. (4) Given the product [ClH:44].[ClH:44].[ClH:44].[CH:1]([C@H:14]1[N:19]2[CH2:20][CH2:21][NH:22][CH2:23][C@H:18]2[CH2:17][N:16]([CH2:24][C:25]2[C:30]([O:31][CH3:32])=[CH:29][CH:28]=[C:27]([N:33]3[C:37]([C:38]([F:39])([F:41])[F:40])=[N:36][N:35]=[N:34]3)[C:26]=2[O:42][CH3:43])[CH2:15]1)([C:8]1[CH:13]=[CH:12][CH:11]=[CH:10][CH:9]=1)[C:2]1[CH:7]=[CH:6][CH:5]=[CH:4][CH:3]=1, predict the reactants needed to synthesize it. The reactants are: [CH:1]([C@H:14]1[N:19]2[CH2:20][CH2:21][NH:22][CH2:23][C@H:18]2[CH2:17][N:16]([CH2:24][C:25]2[C:30]([O:31][CH3:32])=[CH:29][CH:28]=[C:27]([N:33]3[C:37]([C:38]([F:41])([F:40])[F:39])=[N:36][N:35]=[N:34]3)[C:26]=2[O:42][CH3:43])[CH2:15]1)([C:8]1[CH:13]=[CH:12][CH:11]=[CH:10][CH:9]=1)[C:2]1[CH:7]=[CH:6][CH:5]=[CH:4][CH:3]=1.[ClH:44]. (5) Given the product [CH3:19][C:18]1[CH:17]=[C:16]([CH3:20])[NH:15][C:14](=[O:21])[C:13]=1[CH2:12][N:8]1[C:7](=[O:22])[C:6]2[C:23]([CH3:24])=[C:2]([C:30]3[N:26]([CH3:25])[N:27]=[CH:28][C:29]=3[CH3:40])[CH:3]=[CH:4][C:5]=2[O:11][CH2:10][CH2:9]1, predict the reactants needed to synthesize it. The reactants are: Br[C:2]1[CH:3]=[CH:4][C:5]2[O:11][CH2:10][CH2:9][N:8]([CH2:12][C:13]3[C:14](=[O:21])[NH:15][C:16]([CH3:20])=[CH:17][C:18]=3[CH3:19])[C:7](=[O:22])[C:6]=2[C:23]=1[CH3:24].[CH3:25][N:26]1[C:30](B2OC(C)(C)C(C)(C)O2)=[C:29]([CH3:40])[CH:28]=[N:27]1.C(=O)([O-])[O-].[Na+].[Na+].C(Cl)Cl.